Dataset: Forward reaction prediction with 1.9M reactions from USPTO patents (1976-2016). Task: Predict the product of the given reaction. (1) Given the reactants CC1C=CC(S(O[CH2:12][C@@H:13]2[O:18][C:17]3[CH:19]=[C:20]([S:24]([CH3:27])(=[O:26])=[O:25])[CH:21]=[C:22]([F:23])[C:16]=3[O:15][CH2:14]2)(=O)=O)=CC=1.[CH2:28]([NH2:31])[CH2:29][CH3:30], predict the reaction product. The product is: [F:23][C:22]1[C:16]2[O:15][CH2:14][C@H:13]([CH2:12][NH:31][CH2:28][CH2:29][CH3:30])[O:18][C:17]=2[CH:19]=[C:20]([S:24]([CH3:27])(=[O:25])=[O:26])[CH:21]=1. (2) Given the reactants [CH3:1][C:2]1[N:6]2[C:7]3[C:12]([CH2:13][CH2:14][C:5]2=[N:4][N:3]=1)=[CH:11][C:10](B1OC(C)(C)C(C)(C)O1)=[CH:9][CH:8]=3.Br[C:25]1[CH:26]=[N:27][CH:28]=[C:29]([C:31]([C:34]2[O:35][C:36]([CH:39]3[CH2:41][CH2:40]3)=[N:37][N:38]=2)([CH3:33])[CH3:32])[CH:30]=1.C(=O)([O-])[O-].[K+].[K+].C(O)(C)(C)C, predict the reaction product. The product is: [CH:39]1([C:36]2[O:35][C:34]([C:31]([C:29]3[CH:30]=[C:25]([C:10]4[CH:11]=[C:12]5[C:7](=[CH:8][CH:9]=4)[N:6]4[C:2]([CH3:1])=[N:3][N:4]=[C:5]4[CH2:14][CH2:13]5)[CH:26]=[N:27][CH:28]=3)([CH3:33])[CH3:32])=[N:38][N:37]=2)[CH2:41][CH2:40]1. (3) Given the reactants [CH3:1][O:2][C:3](=[O:24])[CH2:4][CH2:5][CH2:6][O:7][C:8]1[C:16]2[O:15][C:14]([NH:17][CH:18]3[CH2:23][CH2:22][NH:21][CH2:20][CH2:19]3)=[N:13][C:12]=2[CH:11]=[CH:10][CH:9]=1.C(OC(N1CCC(NC2OC3C(OCCCC(OC)=O)=CC=CC=3N=2)CC1)=O)(C)(C)C.FC(F)(F)C(O)=O.[CH2:63]([O:65][C:66]1[CH:67]=[C:68]([CH:71]=[C:72]([O:75][CH2:76][CH3:77])[C:73]=1[F:74])[CH:69]=O)[CH3:64].C([BH3-])#N.[Na+].C(N(C(C)C)C(C)C)C, predict the reaction product. The product is: [CH3:1][O:2][C:3](=[O:24])[CH2:4][CH2:5][CH2:6][O:7][C:8]1[C:16]2[O:15][C:14]([NH:17][CH:18]3[CH2:19][CH2:20][N:21]([CH2:69][C:68]4[CH:71]=[C:72]([O:75][CH2:76][CH3:77])[C:73]([F:74])=[C:66]([O:65][CH2:63][CH3:64])[CH:67]=4)[CH2:22][CH2:23]3)=[N:13][C:12]=2[CH:11]=[CH:10][CH:9]=1. (4) Given the reactants [Cl:1][C:2]1[CH:7]=[CH:6][C:5]([C:8]2[CH2:14][CH:13]3[N:15](C)[CH:10]([CH2:11][CH2:12]3)[CH:9]=2)=[CH:4][CH:3]=1.ClC(OC(Cl)C)=O.[C:24]([OH:30])(=[O:29])[CH2:25][C:26]([OH:28])=[O:27], predict the reaction product. The product is: [C:24]([OH:30])(=[O:29])[CH2:25][C:26]([OH:28])=[O:27].[Cl:1][C:2]1[CH:3]=[CH:4][C:5]([C:8]2[CH2:9][CH:10]3[NH:15][CH:13]([CH2:12][CH2:11]3)[CH:14]=2)=[CH:6][CH:7]=1. (5) Given the reactants [Cl:1][C:2]1[C:7]([F:8])=[CH:6][C:5]([CH2:9]Br)=[CH:4][N:3]=1.[CH3:11][S-:12].[Na+], predict the reaction product. The product is: [Cl:1][C:2]1[C:7]([F:8])=[CH:6][C:5]([CH2:9][S:12][CH3:11])=[CH:4][N:3]=1.